Dataset: Full USPTO retrosynthesis dataset with 1.9M reactions from patents (1976-2016). Task: Predict the reactants needed to synthesize the given product. (1) Given the product [Cl:1][C:2]1[CH:3]=[C:4]([C:12]([O:14][CH3:15])=[O:13])[C:5]2[C:10]([CH3:11])=[N:9][N:8]([CH:16]3[CH2:18][CH2:17]3)[C:6]=2[N:7]=1, predict the reactants needed to synthesize it. The reactants are: [Cl:1][C:2]1[CH:3]=[C:4]([C:12]([O:14][CH3:15])=[O:13])[C:5]2[C:10]([CH3:11])=[N:9][NH:8][C:6]=2[N:7]=1.[CH:16]1(B(O)O)[CH2:18][CH2:17]1.C(=O)([O-])[O-].[Na+].[Na+].N1C=CC=CC=1C1C=CC=CN=1.[NH4+].[Cl-]. (2) Given the product [Cl:15][C:16]1[N:17]=[CH:18][C:19]([C:20]([N:7]2[C:8]3[CH:14]=[CH:13][CH:12]=[CH:11][C:9]=3[CH2:10][N:4]3[CH:3]=[CH:2][CH:1]=[C:5]3[CH2:6]2)=[O:21])=[CH:23][CH:24]=1, predict the reactants needed to synthesize it. The reactants are: [CH:1]1[CH:2]=[CH:3][N:4]2[CH2:10][C:9]3[CH:11]=[CH:12][CH:13]=[CH:14][C:8]=3[NH:7][CH2:6][C:5]=12.[Cl:15][C:16]1[CH:24]=[CH:23][C:19]([C:20](Cl)=[O:21])=[CH:18][N:17]=1. (3) Given the product [C:5]([C:7]1[N:8]=[C:9]([N:12]2[CH2:13][CH:14]([S:16][C:17]3[C@H:18]([CH3:48])[C@@H:19]4[C@@H:36]([C@H:37]([O:39][Si:40]([C:43]([CH3:46])([CH3:45])[CH3:44])([CH3:41])[CH3:42])[CH3:38])[C:35](=[O:47])[N:20]4[C:21]=3[C:22]([O:24][CH2:25][C:26]3[CH:27]=[CH:28][C:29]([N+:32]([O-:34])=[O:33])=[CH:30][CH:31]=3)=[O:23])[CH2:15]2)[S:10][CH:11]=1)([OH:6])=[O:4], predict the reactants needed to synthesize it. The reactants are: C([O:4][C:5]([C:7]1[N:8]=[C:9]([N:12]2[CH2:15][CH:14]([S:16][C:17]3[C@H:18]([CH3:48])[C@@H:19]4[C@@H:36]([C@H:37]([O:39][Si:40]([C:43]([CH3:46])([CH3:45])[CH3:44])([CH3:42])[CH3:41])[CH3:38])[C:35](=[O:47])[N:20]4[C:21]=3[C:22]([O:24][CH2:25][C:26]3[CH:31]=[CH:30][C:29]([N+:32]([O-:34])=[O:33])=[CH:28][CH:27]=3)=[O:23])[CH2:13]2)[S:10][CH:11]=1)=[O:6])C=C.CC1(C)CC(=O)CC(=O)C1.C1(P(C2C=CC=CC=2)C2C=CC=CC=2)C=CC=CC=1. (4) Given the product [NH2:33][C:24]1[CH:25]=[CH:26][C:27]([C:29]([F:31])([F:32])[F:30])=[CH:28][C:23]=1[CH2:22][NH:21][C@H:12]1[C@H:13]([C:15]2[CH:20]=[CH:19][CH:18]=[CH:17][CH:16]=2)[CH2:14][N:10]([S:7]([C:5]2[N:4]=[CH:3][N:2]([CH3:1])[CH:6]=2)(=[O:9])=[O:8])[CH2:11]1, predict the reactants needed to synthesize it. The reactants are: [CH3:1][N:2]1[CH:6]=[C:5]([S:7]([N:10]2[CH2:14][C@@H:13]([C:15]3[CH:20]=[CH:19][CH:18]=[CH:17][CH:16]=3)[C@H:12]([NH:21][C:22](=O)[C:23]3[CH:28]=[C:27]([C:29]([F:32])([F:31])[F:30])[CH:26]=[CH:25][C:24]=3[N+:33]([O-])=O)[CH2:11]2)(=[O:9])=[O:8])[N:4]=[CH:3]1.